Task: Predict the reactants needed to synthesize the given product.. Dataset: Full USPTO retrosynthesis dataset with 1.9M reactions from patents (1976-2016) (1) Given the product [Br:1][C:2]1[N:7]=[C:6]([NH:8][C:9](=[O:14])[C:10]([CH3:13])([CH3:12])[CH3:11])[CH:5]=[CH:4][CH:3]=1, predict the reactants needed to synthesize it. The reactants are: [Br:1][C:2]1[N:7]=[C:6]([NH2:8])[CH:5]=[CH:4][CH:3]=1.[C:9](Cl)(=[O:14])[C:10]([CH3:13])([CH3:12])[CH3:11].C(N(C(C)C)C(C)C)C. (2) Given the product [CH3:1][O:2][C:3](=[O:39])[C:4]1[CH:19]=[CH:18][C:7]([C:8]([O:10][CH2:11][C:12]2[CH:17]=[CH:16][CH:15]=[CH:14][CH:13]=2)=[O:9])=[CH:6][C:5]=1[NH:20][C:21]1[C:30]2[C:25](=[CH:26][CH:27]=[C:28]([OH:31])[CH:29]=2)[CH:24]=[CH:23][CH:22]=1, predict the reactants needed to synthesize it. The reactants are: [CH3:1][O:2][C:3](=[O:39])[C:4]1[CH:19]=[CH:18][C:7]([C:8]([O:10][CH2:11][C:12]2[CH:17]=[CH:16][CH:15]=[CH:14][CH:13]=2)=[O:9])=[CH:6][C:5]=1[NH:20][C:21]1[C:30]2[C:25](=[CH:26][CH:27]=[C:28]([O:31][Si](C(C)(C)C)(C)C)[CH:29]=2)[CH:24]=[CH:23][CH:22]=1. (3) Given the product [Cl:1][CH2:2][CH2:3][CH2:4][O:5][C:6]1[CH:7]=[CH:8][C:9]([C:12]2[S:13][C:14]3[CH2:20][CH2:19][CH:18]([NH:26][C:29](=[O:38])[O:55][CH2:48][C:49]4[CH:54]=[CH:53][CH:52]=[CH:51][CH:50]=4)[CH2:17][C:15]=3[N:16]=2)=[CH:10][CH:11]=1, predict the reactants needed to synthesize it. The reactants are: [Cl:1][CH2:2][CH2:3][CH2:4][O:5][C:6]1[CH:11]=[CH:10][C:9]([C:12]2[S:13][C:14]3[CH2:20][CH2:19][CH:18](C(O)=O)[CH2:17][C:15]=3[N:16]=2)=[CH:8][CH:7]=1.C([N:26]([CH2:29]C)CC)C.C1(P(N=[N+]=[N-])(C2C=CC=CC=2)=[O:38])C=CC=CC=1.[CH2:48]([OH:55])[C:49]1[CH:54]=[CH:53][CH:52]=[CH:51][CH:50]=1. (4) Given the product [CH2:1]([O:3][C:4](=[O:37])[CH2:5][CH2:6][CH2:7][O:8][C:9]1[CH:14]=[CH:13][CH:12]=[C:11]([CH2:15][CH2:16][CH2:17][CH2:18][CH2:19][CH2:20][O:21][C:22]2[CH:27]=[C:26]([O:28][CH2:50][CH3:51])[CH:25]=[C:24]([Br:29])[CH:23]=2)[C:10]=1[CH2:30][CH2:31][C:32]([O:34][CH2:35][CH3:36])=[O:33])[CH3:2], predict the reactants needed to synthesize it. The reactants are: [CH2:1]([O:3][C:4](=[O:37])[CH2:5][CH2:6][CH2:7][O:8][C:9]1[CH:14]=[CH:13][CH:12]=[C:11]([CH2:15][CH2:16][CH2:17][CH2:18][CH2:19][CH2:20][O:21][C:22]2[CH:27]=[C:26]([OH:28])[CH:25]=[C:24]([Br:29])[CH:23]=2)[C:10]=1[CH2:30][CH2:31][C:32]([O:34][CH2:35][CH3:36])=[O:33])[CH3:2].C(=O)([O-])[O-].[K+].[K+].CN(C)C=O.I[CH2:50][CH3:51]. (5) Given the product [Cl:1][C:2]1[CH:3]=[CH:4][CH:5]=[C:6]2[C:10]=1[N:9]([CH2:30][CH2:29][CH2:28][Cl:27])[CH:8]=[C:7]2[C:17](=[O:18])[CH3:19], predict the reactants needed to synthesize it. The reactants are: [Cl:1][C:2]1[CH:3]=[CH:4][CH:5]=[C:6]2[C:10]=1[NH:9][CH:8]=[CH:7]2.[Al](Cl)(CC)CC.[C:17](Cl)([CH3:19])=[O:18].C([O-])([O-])=O.[Cs+].[Cs+].[Cl:27][CH2:28][CH2:29][CH2:30]I. (6) Given the product [NH3:8].[CH:1]([C:4]1[CH:5]=[CH:6][C:7]([S:10]([NH:13][C:14]2[C:19]([O:20][C:21]3[CH:26]=[CH:25][CH:24]=[CH:23][C:22]=3[O:27][CH3:28])=[C:18]([O:47][CH2:46][C:45]#[C:44][CH2:43][O:36][C:37]3[CH:42]=[CH:41][CH:40]=[CH:39][CH:38]=3)[N:17]=[C:16]([C:30]3[CH:35]=[CH:34][N:33]=[CH:32][CH:31]=3)[N:15]=2)(=[O:12])=[O:11])=[N:8][CH:9]=1)([CH3:3])[CH3:2], predict the reactants needed to synthesize it. The reactants are: [CH:1]([C:4]1[CH:5]=[CH:6][C:7]([S:10]([NH:13][C:14]2[C:19]([O:20][C:21]3[CH:26]=[CH:25][CH:24]=[CH:23][C:22]=3[O:27][CH3:28])=[C:18](Cl)[N:17]=[C:16]([C:30]3[CH:35]=[CH:34][N:33]=[CH:32][CH:31]=3)[N:15]=2)(=[O:12])=[O:11])=[N:8][CH:9]=1)([CH3:3])[CH3:2].[O:36]([CH2:43][C:44]#[C:45][CH2:46][OH:47])[C:37]1[CH:42]=[CH:41][CH:40]=[CH:39][CH:38]=1.C1(OCC#C)C=CC=CC=1.C=O.[H-].[Na+]. (7) Given the product [C:4]([C:3]1[CH:6]=[C:7]([O:10][CH2:11][CH:12]2[CH2:17][CH2:16][N:15]([CH2:18][C:19]([F:22])([CH3:21])[CH3:20])[CH2:14][CH2:13]2)[CH:8]=[CH:9][C:2]=1[C:30]1[CH:31]=[CH:32][C:27]([C:25]([O:24][CH3:23])=[O:26])=[CH:28][CH:29]=1)#[N:5], predict the reactants needed to synthesize it. The reactants are: Br[C:2]1[CH:9]=[CH:8][C:7]([O:10][CH2:11][CH:12]2[CH2:17][CH2:16][N:15]([CH2:18][C:19]([F:22])([CH3:21])[CH3:20])[CH2:14][CH2:13]2)=[CH:6][C:3]=1[C:4]#[N:5].[CH3:23][O:24][C:25]([C:27]1[CH:32]=[CH:31][C:30](B(O)O)=[CH:29][CH:28]=1)=[O:26].C([O-])([O-])=O.[Cs+].[Cs+]. (8) Given the product [F:1][C:2]1[CH:3]=[CH:4][C:5]([C:8]2([C:13]([NH:16][CH2:17][CH2:18][CH2:19][N:20]3[CH2:25][CH2:24][CH:23]([C:26]4[CH:31]=[CH:30][CH:29]=[C:28]([NH:32][C:33](=[O:37])[CH:34]([CH3:35])[CH3:36])[CH:27]=4)[CH2:22][CH2:21]3)=[O:15])[CH2:9][CH2:10][CH2:11][CH2:12]2)=[CH:6][CH:7]=1, predict the reactants needed to synthesize it. The reactants are: [F:1][C:2]1[CH:7]=[CH:6][C:5]([C:8]2([C:13]([OH:15])=O)[CH2:12][CH2:11][CH2:10][CH2:9]2)=[CH:4][CH:3]=1.[NH2:16][CH2:17][CH2:18][CH2:19][N:20]1[CH2:25][CH2:24][CH:23]([C:26]2[CH:27]=[C:28]([NH:32][C:33](=[O:37])[CH:34]([CH3:36])[CH3:35])[CH:29]=[CH:30][CH:31]=2)[CH2:22][CH2:21]1.C(Cl)(Cl)Cl.